The task is: Predict the product of the given reaction.. This data is from Forward reaction prediction with 1.9M reactions from USPTO patents (1976-2016). (1) The product is: [NH2:4][C:5]1[N:10]=[CH:9][N:8]=[C:7]2[N:11]([C@@H:33]3[CH2:37][CH2:36][N:35]([C:49](=[O:50])/[CH:48]=[CH:47]/[CH2:46][N:45]([CH3:52])[C:43](=[O:44])[O:42][C:38]([CH3:41])([CH3:39])[CH3:40])[CH2:34]3)[N:12]=[C:13]([C:14]3[CH:15]=[CH:16][C:17]([C:18](=[O:19])[NH:20][C:21]4[CH:26]=[C:25]([C:27]([F:28])([F:30])[F:29])[CH:24]=[CH:23][N:22]=4)=[CH:31][CH:32]=3)[C:6]=12. Given the reactants Cl.Cl.Cl.[NH2:4][C:5]1[N:10]=[CH:9][N:8]=[C:7]2[N:11]([C@@H:33]3[CH2:37][CH2:36][NH:35][CH2:34]3)[N:12]=[C:13]([C:14]3[CH:32]=[CH:31][C:17]([C:18]([NH:20][C:21]4[CH:26]=[C:25]([C:27]([F:30])([F:29])[F:28])[CH:24]=[CH:23][N:22]=4)=[O:19])=[CH:16][CH:15]=3)[C:6]=12.[C:38]([O:42][C:43]([N:45]([CH3:52])[CH2:46]/[CH:47]=[CH:48]/[C:49](O)=[O:50])=[O:44])([CH3:41])([CH3:40])[CH3:39], predict the reaction product. (2) Given the reactants [F:1][C:2]1[CH:3]=[C:4]2[C:9](=[CH:10][CH:11]=1)[N:8]([C:12]1[C:13]([C:26]3[CH:27]=[C:28]4[C:32](=[CH:33][CH:34]=3)[NH:31][C:30]([CH3:35])=[CH:29]4)=[N:14][C:15]3[C:20]([N:21]=1)=[CH:19][C:18]([C:22]([O:24]C)=[O:23])=[CH:17][CH:16]=3)[CH2:7][CH2:6][CH2:5]2.[OH-].[Na+], predict the reaction product. The product is: [F:1][C:2]1[CH:3]=[C:4]2[C:9](=[CH:10][CH:11]=1)[N:8]([C:12]1[C:13]([C:26]3[CH:27]=[C:28]4[C:32](=[CH:33][CH:34]=3)[NH:31][C:30]([CH3:35])=[CH:29]4)=[N:14][C:15]3[C:20]([N:21]=1)=[CH:19][C:18]([C:22]([OH:24])=[O:23])=[CH:17][CH:16]=3)[CH2:7][CH2:6][CH2:5]2. (3) Given the reactants C([O:3][C:4]([C:6]1[N:7]=[C:8]([CH3:20])[N:9]([C:12]2[CH:17]=[CH:16][C:15]([F:18])=[CH:14][C:13]=2[F:19])[C:10]=1[CH3:11])=O)C.[H-].[Al+3].[Li+].[H-].[H-].[H-], predict the reaction product. The product is: [F:19][C:13]1[CH:14]=[C:15]([F:18])[CH:16]=[CH:17][C:12]=1[N:9]1[C:10]([CH3:11])=[C:6]([CH2:4][OH:3])[N:7]=[C:8]1[CH3:20]. (4) Given the reactants [CH2:1]([NH:3][NH2:4])[CH3:2].[F:5][C:6]([F:17])([F:16])[C:7](=O)[CH:8]([CH3:14])[C:9](OCC)=[O:10].Cl, predict the reaction product. The product is: [CH2:1]([N:3]1[C:9]([OH:10])=[C:8]([CH3:14])[C:7]([C:6]([F:17])([F:16])[F:5])=[N:4]1)[CH3:2]. (5) Given the reactants [CH3:1][S:2](Cl)(=[O:4])=[O:3].[NH2:6][C:7]1[C:26]([C:27]2[CH:32]=[CH:31][CH:30]=[C:29]([C:33](=[O:44])[NH:34][C:35]([C:38]3[CH:43]=[CH:42][CH:41]=[CH:40][CH:39]=3)([CH3:37])[CH3:36])[CH:28]=2)=[CH:25][C:10]2[C:11]([C:21]([NH:23][CH3:24])=[O:22])=[C:12]([C:14]3[CH:19]=[CH:18][C:17]([F:20])=[CH:16][CH:15]=3)[O:13][C:9]=2[CH:8]=1.Br[CH2:46][CH2:47][O:48][Si](C(C)(C)C)(C)C.C([O-])([O-])=O.[Na+].[Na+], predict the reaction product. The product is: [F:20][C:17]1[CH:16]=[CH:15][C:14]([C:12]2[O:13][C:9]3[CH:8]=[C:7]([N:6]([CH2:46][CH2:47][OH:48])[S:2]([CH3:1])(=[O:4])=[O:3])[C:26]([C:27]4[CH:32]=[CH:31][CH:30]=[C:29]([C:33](=[O:44])[NH:34][C:35]([C:38]5[CH:39]=[CH:40][CH:41]=[CH:42][CH:43]=5)([CH3:37])[CH3:36])[CH:28]=4)=[CH:25][C:10]=3[C:11]=2[C:21]([NH:23][CH3:24])=[O:22])=[CH:19][CH:18]=1. (6) Given the reactants [OH:1][CH:2]1[CH:8]([OH:9])[C:7]2([CH3:11])[O:10][C:3]1([CH3:13])[CH2:4][C:5](=[O:12])[CH2:6]2.N1C=CN=C1.[C:19]([Si:23]([C:26]([CH3:29])([CH3:28])[CH3:27])(Cl)Cl)([CH3:22])([CH3:21])[CH3:20], predict the reaction product. The product is: [C:19]([Si:23]1([C:26]([CH3:29])([CH3:28])[CH3:27])[O:1][CH:2]2[CH:8]([C:7]3([CH3:11])[O:10][C:3]2([CH3:13])[CH2:4][C:5](=[O:12])[CH2:6]3)[O:9]1)([CH3:22])([CH3:21])[CH3:20]. (7) Given the reactants [C:1]12([C:11](O)=[O:12])[CH2:10][CH:5]3[CH2:6][CH:7]([CH2:9][CH:3]([CH2:4]3)[CH2:2]1)[CH2:8]2.Br.[O:15]1[C:20]2[CH:21]=[CH:22][CH:23]=[C:24]([O:25][CH2:26][CH2:27][N:28]3[C:32]([CH3:33])=[C:31]([CH3:34])[S:30][C:29]3=[NH:35])[C:19]=2[O:18][CH2:17][CH2:16]1, predict the reaction product. The product is: [O:15]1[C:20]2[CH:21]=[CH:22][CH:23]=[C:24]([O:25][CH2:26][CH2:27][N:28]3[C:32]([CH3:33])=[C:31]([CH3:34])[S:30][C:29]3=[N:35][C:11]([C:1]34[CH2:8][CH:7]5[CH2:6][CH:5]([CH2:4][CH:3]([CH2:9]5)[CH2:2]3)[CH2:10]4)=[O:12])[C:19]=2[O:18][CH2:17][CH2:16]1.